Dataset: NCI-60 drug combinations with 297,098 pairs across 59 cell lines. Task: Regression. Given two drug SMILES strings and cell line genomic features, predict the synergy score measuring deviation from expected non-interaction effect. (1) Drug 1: CN(C)C1=NC(=NC(=N1)N(C)C)N(C)C. Drug 2: C1=CC(=CC=C1CC(C(=O)O)N)N(CCCl)CCCl.Cl. Cell line: SW-620. Synergy scores: CSS=20.9, Synergy_ZIP=-4.15, Synergy_Bliss=5.80, Synergy_Loewe=-7.81, Synergy_HSA=1.73. (2) Drug 1: C1=NC2=C(N1)C(=S)N=C(N2)N. Drug 2: C1CC(=O)NC(=O)C1N2C(=O)C3=CC=CC=C3C2=O. Cell line: OVCAR-4. Synergy scores: CSS=23.8, Synergy_ZIP=1.50, Synergy_Bliss=1.97, Synergy_Loewe=-16.6, Synergy_HSA=1.04. (3) Drug 1: C1=CC(=C2C(=C1NCCNCCO)C(=O)C3=C(C=CC(=C3C2=O)O)O)NCCNCCO. Drug 2: CC1C(C(CC(O1)OC2CC(CC3=C2C(=C4C(=C3O)C(=O)C5=C(C4=O)C(=CC=C5)OC)O)(C(=O)C)O)N)O.Cl. Cell line: MCF7. Synergy scores: CSS=32.2, Synergy_ZIP=-6.12, Synergy_Bliss=-2.46, Synergy_Loewe=-0.956, Synergy_HSA=1.12. (4) Drug 1: COC1=CC(=CC(=C1O)OC)C2C3C(COC3=O)C(C4=CC5=C(C=C24)OCO5)OC6C(C(C7C(O6)COC(O7)C8=CC=CS8)O)O. Drug 2: COC1=NC(=NC2=C1N=CN2C3C(C(C(O3)CO)O)O)N. Cell line: MCF7. Synergy scores: CSS=42.9, Synergy_ZIP=5.51, Synergy_Bliss=6.15, Synergy_Loewe=-52.6, Synergy_HSA=3.92. (5) Drug 1: CCCCCOC(=O)NC1=NC(=O)N(C=C1F)C2C(C(C(O2)C)O)O. Drug 2: C1=CC=C(C=C1)NC(=O)CCCCCCC(=O)NO. Cell line: K-562. Synergy scores: CSS=8.72, Synergy_ZIP=1.05, Synergy_Bliss=-2.19, Synergy_Loewe=-40.4, Synergy_HSA=-4.42.